Regression. Given a target protein amino acid sequence and a drug SMILES string, predict the binding affinity score between them. We predict pKi (pKi = -log10(Ki in M); higher means stronger inhibition). Dataset: bindingdb_ki. From a dataset of Drug-target binding data from BindingDB using Ki measurements. (1) The compound is CCCCN1CCCN(Cc2ccccc2)[C@H](C)C1. The target protein (Q5U3Y7) has sequence MGAVTARRCVEWLLGLYFVSHIPITMFIDLQALLPPELYPQEFSNLLRWYSKEFKDPLMQEPPVWFKSFLFCELVFQLPFFPIAAYAFFKGSCRWIRIPAIIYAVHTITTLIPILYTILFEDFSKAIAFKGQRPENFRERLTLVGVYAPYLIIPLILLLFMLRNPYYKFEEKRKKK. The pKi is 6.4. (2) The small molecule is C[C@@H](Nc1nccc(Cl)c1NC(=O)CC#N)c1ccc(-c2cccc(F)c2-c2nnn(C)n2)cc1. The target protein (P97583) has sequence MASEVLLELQPSNRSLQAPANITSCESALEDWDLLYRVLPGFVITICFFGLLGNLLVLSFFLLPWRQWWWQQRQRQQRLTIAEIYLANLAASDLVFVLGLPFWAENIGNRFNWPFGTDLCRVVSGVIKANLFVSIFLVVAISQDRYRLLVYPMTSWGYRRRRQAQATCLLIWVAGGLLSIPTFLLRSVKVVPDLNVSACILLFPHEAWHFARMVELNVLGFLLPVTAIIFFNYHILASLRGQKEASRTRCGGPKGSKTTGLILTLVASFLVCWCPYHFFAFLDFLVQVRVIQDCSWKEITDLGLQLANFFAFVNSCLNPLIYVFAGRLLKTRVLGTL. The pKi is 6.9. (3) The small molecule is C[C@@H](OP(=O)(O)OP(=O)(O)OP(=O)(O)O)[C@H]1OC(n2cnc3c(N)ncnc32)[C@H](O)[C@@H]1O. The target protein (P39069) has sequence MEDKLKKAKIIFVVGGPGSGKGTQCEKIVQKYGYTHLSTGDLLRAEVSSGSSRGKMLSSIMEKGELVPLETVLDMLRDAMLAKVDSSNGFLIDGYPREVKQGEEFERKIAQPTLLLYVDAGPETMTQRLLKRGETSGRVDDNEETIKKRLETYYKATEPVISFYDKRGIVRKVNAEGSVDTVFSQVCTYLDSLK. The pKi is 2.7. (4) The small molecule is CCC(=O)C(CC(C)N(C)C)(c1ccccc1)c1ccccc1. The target is MLLARMKPQVQPELGGADQ. The pKi is 5.0. (5) The compound is CC(C)CC(NC(Cc1ccccc1)NP(=O)([O-])CNC(=O)CNC(=O)C(N)Cc1ccc(O)cc1)C(=O)O. The target protein (P07861) has sequence MGRSESQMDITDINAPKPKKKQRWTPLEISLSVLVLLLTIIAVTMIALYATYDDGICKSSDCIKSAARLIQNMDASAEPCTDFFKYACGGWLKRNVIPETSSRYSNFDILRDELEVILKDVLQEPKTEDIVAVQKAKTLYRSCINESAIDSRGGQPLLTLLPDIYGWPVASQNWEQTYGTSWTAEKSIAQLNSKYGKKVLINFFVGTDDKNSTQHIIHFDQPRLGLPSRDYYECTGIYKEACTAYVDFMISVARLIRQEQRLPIDENQLSLEMNKVMELEKEIANATTKPEDRNDPMLLYNKMTLAKLQNNFSLEINGKPFSWSNFTNEIMSTVNINIQNEEEVVVYAPEYLTKLKPILTKYSPRDLQNLMSWRFIMDLVSSLSRNYKESRNAFRKALYGTTSETATWRRCANYVNGNMENAVGRLYVEAAFAGESKHVVEDLIAQIREVFIQTLDDLTWMDAETKKKAEEKALAIKERIGYPDDIISNENKLNNEYLEL.... The pKi is 7.0. (6) The small molecule is CCCCNc1nccc2[nH]c3ccccc3c12. The target protein sequence is MALSPAPLSGFPEPSAAPNASLNRSWASPTEPSSLEDLVATGAIGAVLSAMGVVGVAGNAYTLVVMCRVLHTSASMSVYVVNLALADLLYLLSIPFIVATYVTKEWHFGDVGCRVLFSLDFLTMHASIFTLTVMSSERYAAVLRPLDTVQRSKGYRKVLALGTWLLALLLALPMMLAIRLVHRGHKSLCLPVWGPRAHRAYLTLLFGTSIVGPGTVIGLLYVRLARAYWLSQRASFTQTRRLPNPKVLYLILGIVLLFWACFLPFWLWQLLAQYRGAQTLTPRTARIVNYLTTCLTYGNSCVNPFLYTLLTKNYREYRRRSLRARSARGPAGARHSLPCRVRFQRGSGHSLCSSSQQATETITLSPAASRAVCA. The pKi is 6.2. (7) The small molecule is CC(C)C[C@H](NC(=O)OCc1ccccc1)C(=O)NC(Cc1ccccc1)C(=O)C(=O)NCCN(C)C. The target protein (P43367) has sequence YPNTFWMNPQYLIKLEEEDEDQEDGESGCTFLVGLIQKHRRRQRKMGEDMHTIGFGIYEVPEELTGQTNIHLSKNFFLTHRARERSDTFINLREVLNRFKLPPGEYILVPSTFEPNKDGDFCIRVFSEKKADYQVVDDEIEADLEENDASEDDIDDGFRRLFAQLAGEDAEISAFELQTILRRVLAKRQDIKSDGFSIETCRIMVDMLDSDGSAKLGLKEFYILWTKIQKYQKIYREIDVDRSGTMNSYEMRKALEEAGFKLPCQLHQVIVARFADDQLIIDFDNFVRCLVRLETLFRISKQLDSENTGTIELDLISWLCFSVL. The pKi is 5.5. (8) The small molecule is C=CCN1CC[C@]23c4c5ccc(O)c4O[C@H]2C(=O)CC[C@@]3(O)[C@H]1C5. The target protein sequence is MEPAPSRDPELQPQLLANASEAFPSAFPSAGANASGPPGARSASSLALAIAITALYSAVCAVGLLGNVLVMFGIVRWMAILTHVSIFFFLVICMSSLEKLTLSCLSCLYILETNPLSVASFAIIFSHSEYCLFTSIFTLTMMSVDRYIAVCHPVKALDFRTPAKAKLINICIWVLASGVGVPIMVMAVTRPRDGAVVCMLQFPNPSWYWDTVTKICVFLFAFVVPILVITVCYGLMLLRLRSVRLLSGSKEKDRSLRRITRMVLVVVGAFVVCWAPIHIFVIVWTLVDINRRDPLVVAALHLCIALGYANSSLNPVLYAFLDENFKRCFRQLCRMPCGRREPSSFSRAREATARERVTACTPSDGPGGGAAA. The pKi is 7.5. (9) The compound is CCCNC1=N[C@H](CO)[C@@H](O)[C@H](O)[C@@H]1O. The target protein sequence is MILNLTGKIAPIACGLLCCCSMVYAQGNDTSEVMLLDTGWEFSQSGTEKWMPATVPGTVHQDLISHELLPNPFYGMNEKKIQWVENEDWEYRTSFIVSEEQLNRDGIQLIFEGLDTYADVYLNGSLLLKADNMFVGYTLPVKSVLRKGENHLYIYFHSPIRQTLPQYASNGFNYPADNDHHEKHLSVFSRKAPYSYGWDWGIRMVTSGVWRPVTLRFYDIATISDYYVRQLSLTDENARLSNELIVNQIVPQKIPAEVRVNVSLNGTTVTEVKQQVTLQPGINHITLPAEVTNPVRWMPNGWGTPTLYDFSAQIACGDRIVAEQSHRIGLRTIRVVNEKDKDGESFYFEVNGIPMFAKGANYIPQDALLPNVTTERYQTLFRDMKEANMNMVRIWGGGTYENNLFYDLADENGILVWQDFMFACTPYPSDPTFLKRVEAEAVYNIRRLRNHASLAMWCGNNEILEALKYWGFEKKFTPEVYQGLMHGYDKLFRELLPSTV.... The pKi is 5.7.